From a dataset of Forward reaction prediction with 1.9M reactions from USPTO patents (1976-2016). Predict the product of the given reaction. Given the reactants C1N=CN([C:6](N2C=NC=C2)=[O:7])C=1.[N:13]1[CH:18]=[CH:17][CH:16]=[C:15]([CH2:19][OH:20])[CH:14]=1.[NH2:21][CH:22]1[C:30]2[C:25](=[CH:26][C:27]([C:31]([NH:33][C:34]3[CH:39]=[CH:38][CH:37]=[CH:36][C:35]=3[NH:40][C:41](=[O:47])[O:42][C:43]([CH3:46])([CH3:45])[CH3:44])=[O:32])=[CH:28][CH:29]=2)[CH2:24][CH2:23]1.CCN(CC)CC.C1CCN2C(=NCCC2)CC1, predict the reaction product. The product is: [C:43]([O:42][C:41]([NH:40][C:35]1[CH:36]=[CH:37][CH:38]=[CH:39][C:34]=1[NH:33][C:31]([C:27]1[CH:26]=[C:25]2[C:30](=[CH:29][CH:28]=1)[CH:22]([NH:21][C:6](=[O:7])[O:20][CH2:19][C:15]1[CH:14]=[N:13][CH:18]=[CH:17][CH:16]=1)[CH2:23][CH2:24]2)=[O:32])=[O:47])([CH3:44])([CH3:46])[CH3:45].